This data is from Catalyst prediction with 721,799 reactions and 888 catalyst types from USPTO. The task is: Predict which catalyst facilitates the given reaction. (1) Reactant: [Cl:1][C:2]1[N:10]=[CH:9][N:8]=[C:7]2[C:3]=1[N:4]=[CH:5][N:6]2[C@@H:11]1[O:17][C@H:16]([CH2:18][OH:19])[C@@H:14]([OH:15])[C@H:12]1[OH:13].[C:20]1([C:26](Cl)([C:33]2[CH:38]=[CH:37][CH:36]=[CH:35][CH:34]=2)[C:27]2[CH:32]=[CH:31][CH:30]=[CH:29][CH:28]=2)[CH:25]=[CH:24][CH:23]=[CH:22][CH:21]=1.CCN(C(C)C)C(C)C. Product: [Cl:1][C:2]1[N:10]=[CH:9][N:8]=[C:7]2[C:3]=1[N:4]=[CH:5][N:6]2[C@H:11]1[C@H:12]([OH:13])[C@H:14]([OH:15])[C@@H:16]([CH2:18][O:19][C:26]([C:20]2[CH:25]=[CH:24][CH:23]=[CH:22][CH:21]=2)([C:33]2[CH:34]=[CH:35][CH:36]=[CH:37][CH:38]=2)[C:27]2[CH:28]=[CH:29][CH:30]=[CH:31][CH:32]=2)[O:17]1. The catalyst class is: 3. (2) Reactant: [C:1]1([C:7]([C:32]2[CH:37]=[CH:36][CH:35]=[CH:34][CH:33]=2)([C:26]2[CH:31]=[CH:30][CH:29]=[CH:28][CH:27]=2)[N:8]2[CH:12]=[N:11][C:10]([S:13][CH2:14][CH2:15][CH2:16][O:17][C:18]3[CH:19]=[C:20]([CH:23]=[CH:24][CH:25]=3)[C:21]#[N:22])=[N:9]2)[CH:6]=[CH:5][CH:4]=[CH:3][CH:2]=1.[H-].[Al+3].[Li+].[H-].[H-].[H-].S([O-])(O)(=O)=O.[Na+]. Product: [C:32]1([C:7]([C:1]2[CH:2]=[CH:3][CH:4]=[CH:5][CH:6]=2)([C:26]2[CH:27]=[CH:28][CH:29]=[CH:30][CH:31]=2)[N:8]2[CH:12]=[N:11][C:10]([S:13][CH2:14][CH2:15][CH2:16][O:17][C:18]3[CH:19]=[C:20]([CH2:21][NH2:22])[CH:23]=[CH:24][CH:25]=3)=[N:9]2)[CH:37]=[CH:36][CH:35]=[CH:34][CH:33]=1. The catalyst class is: 1. (3) Reactant: Cl.[Cl:2][C:3]1[CH:4]=[C:5]2[C:10](=[CH:11][CH:12]=1)[CH:9]=[C:8]([S:13]([NH:16][CH2:17][CH2:18][NH2:19])(=[O:15])=[O:14])[CH:7]=[CH:6]2.[N:20]1([C:25]2[CH:32]=[CH:31][C:28]([CH:29]=O)=[CH:27][CH:26]=2)[CH:24]=[CH:23][N:22]=[CH:21]1.[C:33]([OH:36])(=O)[CH3:34].C(O[BH-](OC(=O)C)OC(=O)C)(=O)C.[Na+]. Product: [Cl:2][C:3]1[CH:4]=[C:5]2[C:10](=[CH:11][CH:12]=1)[CH:9]=[C:8]([S:13]([N:16]1[CH2:17][CH2:18][N:19]([CH2:29][C:28]3[CH:31]=[CH:32][C:25]([N:20]4[CH:24]=[CH:23][N:22]=[CH:21]4)=[CH:26][CH:27]=3)[C:33](=[O:36])[CH2:34]1)(=[O:15])=[O:14])[CH:7]=[CH:6]2. The catalyst class is: 5. (4) Reactant: [CH3:1][O:2][C:3]([C:5]1[S:6][C:7]([CH3:11])=[CH:8][C:9]=1Br)=[O:4].[Cu](C#N)[C:13]#[N:14]. Product: [CH3:1][O:2][C:3]([C:5]1[S:6][C:7]([CH3:11])=[CH:8][C:9]=1[C:13]#[N:14])=[O:4]. The catalyst class is: 296. (5) The catalyst class is: 27. Product: [CH2:1]([O:8][C:9]1([C:13]2[S:14][C:15]([Sn:19]([CH3:21])([CH3:20])[CH3:18])=[CH:16][N:17]=2)[CH2:10][CH2:11][CH2:12]1)[C:2]1[CH:3]=[CH:4][CH:5]=[CH:6][CH:7]=1. Reactant: [CH2:1]([O:8][C:9]1([C:13]2[S:14][CH:15]=[CH:16][N:17]=2)[CH2:12][CH2:11][CH2:10]1)[C:2]1[CH:7]=[CH:6][CH:5]=[CH:4][CH:3]=1.[CH3:18][Sn:19](Cl)([CH3:21])[CH3:20]. (6) Product: [C:1]([O:9][CH2:10][C@H:11]1[O:12][C@@:13]2([C:38]#[N:39])[N:30]3[CH:35]=[CH:34][C:33](=[O:36])[N:32]=[C:31]3[O:37][C@H:14]2[C@@H:15]1[O:16][C:17](=[O:24])[C:18]1[CH:19]=[CH:20][CH:21]=[CH:22][CH:23]=1)(=[O:8])[C:2]1[CH:7]=[CH:6][CH:5]=[CH:4][CH:3]=1. The catalyst class is: 23. Reactant: [C:1]([O:9][CH2:10][C@@H:11]1[C@@H:15]([O:16][C:17](=[O:24])[C:18]2[CH:23]=[CH:22][CH:21]=[CH:20][CH:19]=2)[C@@H:14](OS(C)(=O)=O)[C@:13]([C:38]#[N:39])([N:30]2[CH:35]=[CH:34][C:33](=[O:36])[NH:32][C:31]2=[O:37])[O:12]1)(=[O:8])[C:2]1[CH:7]=[CH:6][CH:5]=[CH:4][CH:3]=1.CN(C)C. (7) Reactant: [C:1]([O:4][CH2:5][C:6]1[N:10]([CH3:11])[C:9]2[CH:12]=[C:13]([Br:17])[CH:14]=[C:15]([NH2:16])[C:8]=2[N:7]=1)(=[O:3])[CH3:2].[CH3:18][C:19]1[CH:26]=[CH:25][CH:24]=[C:23]([CH3:27])[C:20]=1[CH2:21]Cl.C(=O)([O-])[O-].[K+].[K+].[I-].[K+]. Product: [C:1]([O:4][CH2:5][C:6]1[N:10]([CH3:11])[C:9]2[CH:12]=[C:13]([Br:17])[CH:14]=[C:15]([NH:16][CH2:21][C:20]3[C:23]([CH3:27])=[CH:24][CH:25]=[CH:26][C:19]=3[CH3:18])[C:8]=2[N:7]=1)(=[O:3])[CH3:2]. The catalyst class is: 47.